From a dataset of Catalyst prediction with 721,799 reactions and 888 catalyst types from USPTO. Predict which catalyst facilitates the given reaction. (1) Reactant: [CH3:1][O:2][C:3]1[CH:8]=[C:7]([C:9]([NH:11]N)=[O:10])[CH:6]=[CH:5][N:4]=1.[C:13]1(=[O:19])[O:18][C:16](=[O:17])[CH:15]=[CH:14]1. The catalyst class is: 1. Product: [CH3:1][O:2][C:3]1[CH:8]=[C:7]([C:9]([NH:11][C:13](=[O:19])/[CH:14]=[CH:15]\[C:16]([OH:18])=[O:17])=[O:10])[CH:6]=[CH:5][N:4]=1. (2) Reactant: [Cl:1][CH:2]([CH2:15][CH3:16])[C:3]([C:5]1[CH:14]=[CH:13][C:8]2[NH:9][C:10](=[O:12])[O:11][C:7]=2[CH:6]=1)=[O:4].[CH2:17](Br)[C:18]1[CH:23]=[CH:22][CH:21]=[CH:20][CH:19]=1.C(=O)([O-])[O-].[K+].[K+]. Product: [CH2:17]([N:9]1[C:8]2[CH:13]=[CH:14][C:5]([C:3](=[O:4])[CH:2]([Cl:1])[CH2:15][CH3:16])=[CH:6][C:7]=2[O:11][C:10]1=[O:12])[C:18]1[CH:23]=[CH:22][CH:21]=[CH:20][CH:19]=1. The catalyst class is: 21. (3) Reactant: [CH3:1][C:2]1[CH:8]=[C:7]([CH3:9])[C:5]([NH2:6])=[C:4]([N+:10]([O-])=O)[CH:3]=1. Product: [CH3:9][C:7]1[CH:8]=[C:2]([CH3:1])[CH:3]=[C:4]([NH2:10])[C:5]=1[NH2:6]. The catalyst class is: 19. (4) Reactant: Cl.[F:2][C:3]1[CH:26]=[C:25]([F:27])[CH:24]=[CH:23][C:4]=1[CH2:5][N:6]1[C:14]2[CH2:13][CH2:12][NH:11][CH2:10][C:9]=2[C:8]([C:15]2[CH:16]=[C:17]([CH:20]=[CH:21][CH:22]=2)[C:18]#[N:19])=[N:7]1.[CH3:28][N:29]1[C:33]([C:34](Cl)=[O:35])=[CH:32][N:31]=[CH:30]1.C(N(CC)CC)C. Product: [F:2][C:3]1[CH:26]=[C:25]([F:27])[CH:24]=[CH:23][C:4]=1[CH2:5][N:6]1[C:14]2[CH2:13][CH2:12][N:11]([C:34]([C:33]3[N:29]([CH3:28])[CH:30]=[N:31][CH:32]=3)=[O:35])[CH2:10][C:9]=2[C:8]([C:15]2[CH:16]=[C:17]([CH:20]=[CH:21][CH:22]=2)[C:18]#[N:19])=[N:7]1. The catalyst class is: 2.